This data is from Catalyst prediction with 721,799 reactions and 888 catalyst types from USPTO. The task is: Predict which catalyst facilitates the given reaction. (1) Reactant: [CH3:1][CH2:2][O:3][Si:4]([O:12][CH2:13][CH3:14])([O:9][CH2:10][CH3:11])[CH2:5]CCN.O. The catalyst class is: 8. Product: [CH3:11][CH2:10][O:9][Si:4]([O:12][CH2:13][CH3:14])([O:3][CH2:2][CH3:1])[CH3:5]. (2) Reactant: [CH3:1][C:2]1[C:3]([C:12]2[CH:33]=[C:15]3[N:16]=[C:17]([N:27]4[CH2:31][CH2:30][CH:29]([OH:32])[CH2:28]4)[CH:18]=[C:19]([NH:20][CH:21]4[CH2:26][CH2:25][O:24][CH2:23][CH2:22]4)[N:14]3[N:13]=2)=[N:4][C:5]2[C:10]([N:11]=1)=[CH:9][CH:8]=[CH:7][CH:6]=2.[CH3:34][S:35](Cl)(=[O:37])=[O:36].C(N(CC)CC)C.O. Product: [CH3:34][S:35]([O:32][C@H:29]1[CH2:30][CH2:31][N:27]([C:17]2[CH:18]=[C:19]([NH:20][CH:21]3[CH2:22][CH2:23][O:24][CH2:25][CH2:26]3)[N:14]3[N:13]=[C:12]([C:3]4[C:2]([CH3:1])=[N:11][C:10]5[C:5](=[CH:6][CH:7]=[CH:8][CH:9]=5)[N:4]=4)[CH:33]=[C:15]3[N:16]=2)[CH2:28]1)(=[O:37])=[O:36]. The catalyst class is: 4. (3) Reactant: [CH2:1]([O:8][C:9](=[O:26])[NH:10][C:11]1([CH3:25])[CH2:16][CH2:15][CH:14]([O:17][Si](C(C)(C)C)(C)C)[CH2:13][CH2:12]1)[C:2]1[CH:7]=[CH:6][CH:5]=[CH:4][CH:3]=1.[F-].C([N+](CCCC)(CCCC)CCCC)CCC. Product: [CH2:1]([O:8][C:9](=[O:26])[NH:10][C:11]1([CH3:25])[CH2:12][CH2:13][CH:14]([OH:17])[CH2:15][CH2:16]1)[C:2]1[CH:3]=[CH:4][CH:5]=[CH:6][CH:7]=1. The catalyst class is: 7.